This data is from Forward reaction prediction with 1.9M reactions from USPTO patents (1976-2016). The task is: Predict the product of the given reaction. (1) Given the reactants [O:1]1[CH:5]2[O:6][CH2:7][CH2:8][CH:4]2[CH2:3][CH2:2]1.C(Cl)Cl.[H-].[Al+3].[Li+].[H-].[H-].[H-].[OH-:18].[Na+], predict the reaction product. The product is: [O:1]1[CH:5]2[O:6][CH2:7][CH2:8][CH:4]2[CH:3]([OH:18])[CH2:2]1. (2) The product is: [CH3:6][O:7][C:8]1[CH:9]=[C:10]2[C:15](=[CH:16][C:17]=1[O:18][CH2:32][C:33]([O:35][CH2:36][CH3:37])=[O:34])[N:14]=[CH:13][CH:12]=[C:11]2[O:19][C:20]1[C:21]([CH3:30])=[N:22][C:23]2[C:28]([CH:29]=1)=[CH:27][CH:26]=[CH:25][CH:24]=2. Given the reactants CN(C)C=O.[CH3:6][O:7][C:8]1[CH:9]=[C:10]2[C:15](=[CH:16][C:17]=1[OH:18])[N:14]=[CH:13][CH:12]=[C:11]2[O:19][C:20]1[C:21]([CH3:30])=[N:22][C:23]2[C:28]([CH:29]=1)=[CH:27][CH:26]=[CH:25][CH:24]=2.Br[CH2:32][C:33]([O:35][CH2:36][CH3:37])=[O:34].C(=O)([O-])[O-].[K+].[K+], predict the reaction product. (3) Given the reactants [F:1][C:2]1[CH:16]=[CH:15][C:5]([C:6]([NH:8][CH:9]2[CH2:14][CH2:13][NH:12][CH2:11][CH2:10]2)=[O:7])=[CH:4][CH:3]=1.N1C=CC=CC=1.Cl[C:24]([O:26][CH3:27])=[O:25].O, predict the reaction product. The product is: [F:1][C:2]1[CH:16]=[CH:15][C:5]([C:6]([NH:8][CH:9]2[CH2:14][CH2:13][N:12]([C:24]([O:26][CH3:27])=[O:25])[CH2:11][CH2:10]2)=[O:7])=[CH:4][CH:3]=1. (4) Given the reactants CC1C=CC(S(O[CH2:12][CH2:13][O:14][CH2:15][C:16]2[CH:21]=[C:20]([Br:22])[CH:19]=[CH:18][C:17]=2[NH:23][C:24]2[CH:29]=[CH:28][C:27]([C:30]([C:32]3[CH:37]=[CH:36][CH:35]=[CH:34][C:33]=3[CH3:38])=[O:31])=[C:26]([Cl:39])[CH:25]=2)(=O)=O)=CC=1.[Na+].[I-:41], predict the reaction product. The product is: [Br:22][C:20]1[CH:19]=[CH:18][C:17]([NH:23][C:24]2[CH:29]=[CH:28][C:27]([C:30]([C:32]3[CH:37]=[CH:36][CH:35]=[CH:34][C:33]=3[CH3:38])=[O:31])=[C:26]([Cl:39])[CH:25]=2)=[C:16]([CH2:15][O:14][CH2:13][CH2:12][I:41])[CH:21]=1. (5) Given the reactants [C:1]([C:5]1[CH:6]=[C:7]([C:11]2([NH2:30])[CH2:19][CH2:18][C:17]3[C:13](=[CH:14][N:15]([S:20]([C:23]4[CH:28]=[CH:27][C:26]([CH3:29])=[CH:25][CH:24]=4)(=[O:22])=[O:21])[N:16]=3)[CH2:12]2)[CH:8]=[CH:9][CH:10]=1)([CH3:4])([CH3:3])[CH3:2].[F:31][C:32]1[CH:33]=[C:34]([CH2:39][CH2:40][CH:41]2[CH2:43][O:42]2)[CH:35]=[C:36]([F:38])[CH:37]=1, predict the reaction product. The product is: [C:1]([C:5]1[CH:6]=[C:7]([C:11]2([NH:30][CH2:43][CH:41]([OH:42])[CH2:40][CH2:39][C:34]3[CH:35]=[C:36]([F:38])[CH:37]=[C:32]([F:31])[CH:33]=3)[CH2:19][CH2:18][C:17]3[C:13](=[CH:14][N:15]([S:20]([C:23]4[CH:28]=[CH:27][C:26]([CH3:29])=[CH:25][CH:24]=4)(=[O:22])=[O:21])[N:16]=3)[CH2:12]2)[CH:8]=[CH:9][CH:10]=1)([CH3:4])([CH3:3])[CH3:2]. (6) Given the reactants [Br:1][C:2]1[CH:3]=[C:4]([CH2:12]Br)[C:5]([C:8]([O:10]C)=O)=[N:6][CH:7]=1.[NH2:14][C@@H:15]([CH2:28][C:29]1[CH:34]=[CH:33][CH:32]=[C:31]([F:35])[CH:30]=1)[CH2:16][N:17]1[C:25](=[O:26])[C:24]2[C:19](=[CH:20][CH:21]=[CH:22][CH:23]=2)[C:18]1=[O:27].C(N(CC)C(C)C)(C)C, predict the reaction product. The product is: [Br:1][C:2]1[CH:3]=[C:4]2[CH2:12][N:14]([C@@H:15]([CH2:28][C:29]3[CH:34]=[CH:33][CH:32]=[C:31]([F:35])[CH:30]=3)[CH2:16][N:17]3[C:25](=[O:26])[C:24]4[C:19](=[CH:20][CH:21]=[CH:22][CH:23]=4)[C:18]3=[O:27])[C:8](=[O:10])[C:5]2=[N:6][CH:7]=1. (7) Given the reactants [CH3:1][C:2]1([CH3:15])[O:11][C:10]2[C:5](=[CH:6][C:7]([C:12]#[N:13])=[CH:8][CH:9]=2)[C@@H:4]2[O:14][C@H:3]12.[CH3:16][O:17][C:18]1[CH:19]=[CH:20][C:21]2[O:25][NH:24][C:23](=[O:26])[C:22]=2[CH:27]=1, predict the reaction product. The product is: [OH:14][C@H:3]1[C@H:4]([O:26][C:23]2[C:22]3[CH:27]=[C:18]([O:17][CH3:16])[CH:19]=[CH:20][C:21]=3[O:25][N:24]=2)[C:5]2[C:10](=[CH:9][CH:8]=[C:7]([C:12]#[N:13])[CH:6]=2)[O:11][C:2]1([CH3:15])[CH3:1].